Task: Predict the product of the given reaction.. Dataset: Forward reaction prediction with 1.9M reactions from USPTO patents (1976-2016) (1) The product is: [CH2:1]([O:8][C:9]1[CH:14]=[C:13]([OH:15])[C:12]([C:16](=[O:18])/[CH:17]=[CH:26]/[C:27]2[CH:35]=[CH:34][C:31]([O:32][CH3:33])=[C:29]([OH:30])[CH:28]=2)=[C:11]([O:19][CH3:20])[C:10]=1[O:21][CH3:22])[C:2]1[CH:3]=[CH:4][CH:5]=[CH:6][CH:7]=1. Given the reactants [CH2:1]([O:8][C:9]1[CH:14]=[C:13]([OH:15])[C:12]([C:16](=[O:18])[CH3:17])=[C:11]([O:19][CH3:20])[C:10]=1[O:21][CH3:22])[C:2]1[CH:7]=[CH:6][CH:5]=[CH:4][CH:3]=1.[OH-].[K+].O=[CH:26][C:27]1[CH:35]=[CH:34][C:31]([O:32][CH3:33])=[C:29]([OH:30])[CH:28]=1, predict the reaction product. (2) Given the reactants [CH:1]([C:4]1[CH:15]=[CH:14][C:13]([CH3:16])=[CH:12][C:5]=1[O:6][CH:7]([CH3:11])[C:8]([OH:10])=O)([CH3:3])[CH3:2].C(N(CC)CC)C.[NH2:24][C:25]1[CH:30]=[CH:29][C:28]([CH:31]([O:38][CH3:39])[CH2:32][C:33]([O:35][CH2:36][CH3:37])=[O:34])=[CH:27][CH:26]=1.Cl, predict the reaction product. The product is: [CH:1]([C:4]1[CH:15]=[CH:14][C:13]([CH3:16])=[CH:12][C:5]=1[O:6][CH:7]([CH3:11])[C:8]([NH:24][C:25]1[CH:26]=[CH:27][C:28]([CH:31]([O:38][CH3:39])[CH2:32][C:33]([O:35][CH2:36][CH3:37])=[O:34])=[CH:29][CH:30]=1)=[O:10])([CH3:2])[CH3:3]. (3) The product is: [C:19]1([C:6]2[CH:11]=[CH:10][CH:9]=[CH:8][CH:7]=2)[CH:18]=[CH:17][C:16]([CH:21]2[O:25][CH2:24][CH2:23][O:22]2)=[CH:15][CH:20]=1. Given the reactants C1COCC1.[C:6]1([Mg]Br)[CH:11]=[CH:10][CH:9]=[CH:8][CH:7]=1.Cl[C:15]1[CH:20]=[CH:19][CH:18]=[CH:17][C:16]=1[CH:21]1[O:25][CH2:24][CH2:23][O:22]1.C(OCC)C, predict the reaction product. (4) Given the reactants [CH3:1][C@@:2]12[C:9]([CH3:11])([CH3:10])[CH:6]([CH2:7][CH2:8]1)[C:5](=[O:12])[CH2:4][C:3]2=[O:13].C(N(CC)CC)C.[F:21][C:22]([F:33])([F:32])[C:23]1[CH:28]=[CH:27][C:26]([N:29]=[C:30]=[O:31])=[CH:25][CH:24]=1, predict the reaction product. The product is: [F:21][C:22]([F:32])([F:33])[C:23]1[CH:24]=[CH:25][C:26]([NH:29][C:30]([CH:4]2[C:5](=[O:12])[CH:6]3[C:9]([CH3:10])([CH3:11])[C@:2]([CH3:1])([CH2:8][CH2:7]3)[C:3]2=[O:13])=[O:31])=[CH:27][CH:28]=1. (5) Given the reactants I[C:2]1[CH:7]=[CH:6][C:5]([O:8][CH2:9][CH2:10][CH2:11][N:12]2[CH2:18][CH2:17][CH2:16][CH2:15][CH2:14][CH2:13]2)=[CH:4][CH:3]=1.[CH2:19]([OH:23])[CH2:20][C:21]#[CH:22].CCN(CC)CC, predict the reaction product. The product is: [N:12]1([CH2:11][CH2:10][CH2:9][O:8][C:5]2[CH:6]=[CH:7][C:2]([C:22]#[C:21][CH2:20][CH2:19][OH:23])=[CH:3][CH:4]=2)[CH2:18][CH2:17][CH2:16][CH2:15][CH2:14][CH2:13]1. (6) Given the reactants [Cl:1][C:2]1[CH:6]=[C:5]([C:7]2[O:12][C:11](=[O:13])[C:10]3[CH:14]=[C:15]([C:19]#[N:20])[CH:16]=[C:17]([CH3:18])[C:9]=3[N:8]=2)[N:4]([C:21]2[C:26]([Cl:27])=[CH:25][CH:24]=[CH:23][N:22]=2)[N:3]=1.O1CCCC1.[OH-].[NH4+:34], predict the reaction product. The product is: [Cl:1][C:2]1[CH:6]=[C:5]([C:7]([NH:8][C:9]2[C:10]([C:11]([NH2:34])=[O:13])=[CH:14][C:15]([C:19]#[N:20])=[CH:16][C:17]=2[CH3:18])=[O:12])[N:4]([C:21]2[C:26]([Cl:27])=[CH:25][CH:24]=[CH:23][N:22]=2)[N:3]=1. (7) Given the reactants C(N(CC)C(C)C)(C)C.[CH3:10][C:11]1[C:15]([CH3:16])=[C:14]([NH:17][S:18]([C:21]2[CH:25]=[CH:24][S:23][CH:22]=2)(=[O:20])=[O:19])[O:13][N:12]=1.[CH3:26][Si:27]([CH3:34])([CH3:33])[CH2:28][CH2:29][O:30][CH2:31]Cl, predict the reaction product. The product is: [CH3:26][Si:27]([CH3:34])([CH3:33])[CH2:28][CH2:29][O:30][CH2:31][C:22]1[S:23][CH:24]=[CH:25][C:21]=1[S:18]([NH:17][C:14]1[O:13][N:12]=[C:11]([CH3:10])[C:15]=1[CH3:16])(=[O:19])=[O:20]. (8) Given the reactants [CH3:1][C:2]1[N:3]=[CH:4][C:5]([CH2:8][NH2:9])=[N:6][CH:7]=1.[CH2:10]([O:17][C:18]1[CH:23]=[CH:22][N:21]([C:24]2[S:25][C:26]([C:30](O)=[O:31])=[C:27]([CH3:29])[N:28]=2)[C:20](=[O:33])[CH:19]=1)[C:11]1[CH:16]=[CH:15][CH:14]=[CH:13][CH:12]=1, predict the reaction product. The product is: [CH2:10]([O:17][C:18]1[CH:23]=[CH:22][N:21]([C:24]2[S:25][C:26]([C:30]([NH:9][CH2:8][C:5]3[CH:4]=[N:3][C:2]([CH3:1])=[CH:7][N:6]=3)=[O:31])=[C:27]([CH3:29])[N:28]=2)[C:20](=[O:33])[CH:19]=1)[C:11]1[CH:16]=[CH:15][CH:14]=[CH:13][CH:12]=1. (9) The product is: [N:5]1[CH:6]=[CH:7][CH:8]=[CH:9][C:4]=1[C:3]1[CH:13]=[C:12]([C:11]([O:15][CH2:16][CH3:17])=[O:14])[O:1][N:2]=1. Given the reactants [OH:1]/[N:2]=[C:3](\Cl)/[C:4]1[CH:9]=[CH:8][CH:7]=[CH:6][N:5]=1.[C:11]([O:15][CH2:16][CH3:17])(=[O:14])[C:12]#[CH:13].C(N(CC)CC)C, predict the reaction product. (10) The product is: [CH3:8][C:9]([CH3:27])([CH3:26])[C:10]([O:12][CH2:13][CH2:14][O:15][C:16]([NH:1][C@H:2]([CH2:3][OH:4])[C:5]([OH:7])=[O:6])=[O:17])=[O:11]. Given the reactants [NH2:1][C@@H:2]([C:5]([OH:7])=[O:6])[CH2:3][OH:4].[CH3:8][C:9]([CH3:27])([CH3:26])[C:10]([O:12][CH2:13][CH2:14][O:15][C:16](ON1C(=O)CCC1=O)=[O:17])=[O:11], predict the reaction product.